From a dataset of Reaction yield outcomes from USPTO patents with 853,638 reactions. Predict the reaction yield, written as a fraction of the theoretical maximum amount of product (1.0 means a 100% yield; for example, 0.34 means a 34% yield). (1) The reactants are Cl.C(O[C:5]([C:7]1[CH:8]=[C:9]2[C:13](=[CH:14][CH:15]=1)[NH:12][N:11]=[C:10]2[C:16]1[CH:25]=[CH:24][C:23]2[C:18](=[CH:19][CH:20]=[C:21]([O:26][CH2:27][CH2:28][N:29]3[CH2:34]C[CH2:32][CH2:31][CH2:30]3)[CH:22]=2)[CH:17]=1)=[NH:6])C.[CH3:35][CH:36]([CH3:42])[CH2:37][C:38]([NH:40][NH2:41])=O.C(N(CC)CC)C. The catalyst is CO. The product is [CH2:37]([C:38]1[NH:40][N:41]=[C:5]([C:7]2[CH:8]=[C:9]3[C:13](=[CH:14][CH:15]=2)[NH:12][N:11]=[C:10]3[C:16]2[CH:25]=[CH:24][C:23]3[C:18](=[CH:19][CH:20]=[C:21]([O:26][CH2:27][CH2:28][N:29]4[CH2:34][CH2:32][CH2:31][CH2:30]4)[CH:22]=3)[CH:17]=2)[N:6]=1)[CH:36]([CH3:42])[CH3:35]. The yield is 0.280. (2) The product is [F:47][C:48]1[CH:62]=[CH:61][CH:60]=[C:59]([F:63])[C:49]=1/[CH:50]=[CH:51]/[C:52]1[CH:53]=[CH:54][C:55]([NH:56][C:2](=[O:3])[CH2:4][CH2:5][CH2:6][CH2:7][CH:8]2[CH:16]3[CH:11]([NH:12][C:13](=[O:14])[NH:15]3)[CH2:10][S:9]2)=[CH:57][CH:58]=1. The reactants are O[C:2]([CH2:4][CH2:5][CH2:6][CH2:7][C@H:8]1[C@@H:16]2[C@@H:11]([NH:12][C:13]([NH:15]2)=[O:14])[CH2:10][S:9]1)=[O:3].O.ON1C2C=CC=CC=2N=N1.Cl.CN(C)CCCN=C=NCC.CCN(CC)CC.[F:47][C:48]1[CH:62]=[CH:61][CH:60]=[C:59]([F:63])[C:49]=1/[CH:50]=[CH:51]/[C:52]1[CH:58]=[CH:57][C:55]([NH2:56])=[CH:54][CH:53]=1. The catalyst is CN(C=O)C.O. The yield is 0.660.